From a dataset of Reaction yield outcomes from USPTO patents with 853,638 reactions. Predict the reaction yield, written as a fraction of the theoretical maximum amount of product (1.0 means a 100% yield; for example, 0.34 means a 34% yield). (1) The reactants are [C:1]([C:5]1[CH:14]=[C:13]([OH:15])[C:12]2[C:7](=[C:8](SC)[CH:9]=[CH:10][CH:11]=2)[N:6]=1)([O:3][CH3:4])=[O:2].[CH3:18]SC1C=CC=CC=1N.N1C2C(=CC=CC=2)C=CC=1. No catalyst specified. The product is [C:1]([C:5]1[CH:14]=[C:13]([OH:15])[C:12]2[C:7](=[C:8]([CH3:18])[CH:9]=[CH:10][CH:11]=2)[N:6]=1)([O:3][CH3:4])=[O:2]. The yield is 0.590. (2) The reactants are [Br:1][C:2]1[C:3]([NH:8][NH:9][C:10](=O)[CH3:11])=[N:4][CH:5]=[CH:6][CH:7]=1.C(O)(=O)C. The catalyst is C1(C)C=CC=CC=1. The product is [Br:1][C:2]1[C:3]2[N:4]([C:10]([CH3:11])=[N:9][N:8]=2)[CH:5]=[CH:6][CH:7]=1. The yield is 0.840. (3) The reactants are [F:1][C:2]1[C:3]([NH:16][C:17]2[CH:22]=[CH:21][C:20]([C:23]#[C:24][CH2:25][CH2:26][OH:27])=[CH:19][C:18]=2[F:28])=[C:4]([CH:12]=[CH:13][C:14]=1[F:15])[C:5]([NH:7][O:8][CH2:9][CH2:10][OH:11])=[O:6]. The catalyst is CCO.[Pd]. The product is [F:1][C:2]1[C:3]([NH:16][C:17]2[CH:22]=[CH:21][C:20]([CH2:23][CH2:24][CH2:25][CH2:26][OH:27])=[CH:19][C:18]=2[F:28])=[C:4]([CH:12]=[CH:13][C:14]=1[F:15])[C:5]([NH:7][O:8][CH2:9][CH2:10][OH:11])=[O:6]. The yield is 0.460. (4) The reactants are [N+:1]([O-:4])(O)=[O:2].OS(O)(=O)=O.[CH2:10]([O:12][C:13](=[O:22])[C:14]1[CH:19]=[C:18]([F:20])[CH:17]=[C:16]([F:21])[CH:15]=1)[CH3:11]. No catalyst specified. The product is [CH2:10]([O:12][C:13](=[O:22])[C:14]1[CH:19]=[C:18]([F:20])[CH:17]=[C:16]([F:21])[C:15]=1[N+:1]([O-:4])=[O:2])[CH3:11]. The yield is 0.800. (5) The reactants are [O:1]=[C:2]1[CH:7]=[CH:6][N:5]([C:8]2[CH:13]=[CH:12][CH:11]=[C:10]([C:14]([F:17])([F:16])[F:15])[CH:9]=2)[N:4]=[C:3]1[C:18]([NH:20][NH2:21])=O.CO[CH:24](OC)[N:25]([CH3:27])C.C(O)(=O)C.N[C:35]1[CH:40]=[CH:39]C=[CH:37][CH:36]=1. The catalyst is C(#N)C. The product is [C:24]1([N:25]2[CH:27]=[N:21][N:20]=[C:18]2[C:3]2[C:2](=[O:1])[CH:7]=[CH:6][N:5]([C:8]3[CH:13]=[CH:12][CH:11]=[C:10]([C:14]([F:17])([F:16])[F:15])[CH:9]=3)[N:4]=2)[CH:39]=[CH:40][CH:35]=[CH:36][CH:37]=1. The yield is 0.530. (6) The reactants are [NH2:1][C:2]1[N:7]=[CH:6][C:5]([C:8]2[CH:32]=[CH:31][C:11]3[N:12]([C:27]([CH3:30])([CH3:29])[CH3:28])[C:13]([C:15]4[CH:20]=[CH:19][C:18]([OH:21])=[CH:17][C:16]=4[N:22]4[CH:26]=[N:25][CH:24]=[N:23]4)=[N:14][C:10]=3[CH:9]=2)=[CH:4][N:3]=1.C(=O)([O-])[O-].[Cs+].[Cs+].Cl[CH2:40][C:41]([CH3:48])([CH3:47])[C:42]([O:44][CH2:45][CH3:46])=[O:43]. The catalyst is CN(C=O)C. The product is [CH2:45]([O:44][C:42](=[O:43])[C:41]([CH3:48])([CH3:47])[CH2:40][O:21][C:18]1[CH:19]=[CH:20][C:15]([C:13]2[N:12]([C:27]([CH3:29])([CH3:28])[CH3:30])[C:11]3[CH:31]=[CH:32][C:8]([C:5]4[CH:4]=[N:3][C:2]([NH2:1])=[N:7][CH:6]=4)=[CH:9][C:10]=3[N:14]=2)=[C:16]([N:22]2[CH:26]=[N:25][CH:24]=[N:23]2)[CH:17]=1)[CH3:46]. The yield is 0.510. (7) The reactants are [Br:1]([O-])(=O)=O.[Na+].[F:6][C:7]([F:21])([F:20])[C:8]1[CH:13]=[CH:12][CH:11]=[CH:10][C:9]=1[CH2:14][C:15]([O:17][CH2:18][CH3:19])=[O:16].S(=O)(O)[O-].[Na+].S(S([O-])=O)([O-])=O.[Na+].[Na+]. The catalyst is O.C(OCC)(=O)C. The product is [Br:1][CH:14]([C:9]1[CH:10]=[CH:11][CH:12]=[CH:13][C:8]=1[C:7]([F:20])([F:21])[F:6])[C:15]([O:17][CH2:18][CH3:19])=[O:16]. The yield is 0.310. (8) The product is [CH2:51]([O:50][CH:48]([O:47][CH:9]1[CH2:8][CH2:7][C:6]([O:54][CH:55]([O:57][CH2:58][CH3:59])[CH3:56])([CH3:53])[CH:5]([OH:4])[CH:17]=[CH:16][CH:15]([CH3:18])[CH:14](/[C:19](/[CH3:46])=[CH:20]/[CH:21]=[CH:22]/[C:23]([O:40][CH:41]([O:43][CH2:44][CH3:45])[CH3:42])([CH3:39])[CH2:24][CH:25]2[O:38][CH:26]2[CH:27]([CH3:37])[CH:28]([O:31][CH:32]([O:34][CH2:35][CH3:36])[CH3:33])[CH2:29][CH3:30])[O:13][C:11](=[O:12])[CH2:10]1)[CH3:49])[CH3:52]. The reactants are C([O:4][CH:5]1[C:6]([O:54][CH:55]([O:57][CH2:58][CH3:59])[CH3:56])([CH3:53])[CH2:7][CH2:8][CH:9]([O:47][CH:48]([O:50][CH2:51][CH3:52])[CH3:49])[CH2:10][C:11]([O:13][CH:14](/[C:19](/[CH3:46])=[CH:20]/[CH:21]=[CH:22]/[C:23]([O:40][CH:41]([O:43][CH2:44][CH3:45])[CH3:42])([CH3:39])[CH2:24][CH:25]2[O:38][CH:26]2[CH:27]([CH3:37])[CH:28]([O:31][CH:32]([O:34][CH2:35][CH3:36])[CH3:33])[CH2:29][CH3:30])[CH:15]([CH3:18])[CH:16]=[CH:17]1)=[O:12])(=O)C.C(=O)([O-])[O-].[K+].[K+]. The yield is 0.930. The catalyst is CO.C(OCC)(=O)C. (9) The reactants are [NH2:1][C:2]1[CH:7]=[CH:6][C:5]([CH:8]([C:16]([O:18][C:19]([CH3:22])([CH3:21])[CH3:20])=[O:17])[C:9]([O:11][C:12]([CH3:15])([CH3:14])[CH3:13])=[O:10])=[CH:4][CH:3]=1.C(Cl)Cl.C([O-])(O)=O.[Na+].[CH2:31]([O:38][C:39](Cl)=[O:40])[C:32]1[CH:37]=[CH:36][CH:35]=[CH:34][CH:33]=1. The catalyst is O. The product is [CH2:31]([O:38][C:39]([NH:1][C:2]1[CH:7]=[CH:6][C:5]([CH:8]([C:9]([O:11][C:12]([CH3:15])([CH3:13])[CH3:14])=[O:10])[C:16]([O:18][C:19]([CH3:22])([CH3:21])[CH3:20])=[O:17])=[CH:4][CH:3]=1)=[O:40])[C:32]1[CH:37]=[CH:36][CH:35]=[CH:34][CH:33]=1. The yield is 1.00. (10) The reactants are [Cl:1][C:2]1[CH:10]=[CH:9][CH:8]=[C:7]2[C:3]=1[C:4](=[O:12])[C:5](=[O:11])[NH:6]2.[H-].[Na+].Br[CH:16]([C:23]1[CH:28]=[CH:27][CH:26]=[CH:25][CH:24]=1)[C:17]1[CH:22]=[CH:21][CH:20]=[CH:19][CH:18]=1. The catalyst is CN(C)C=O.C(OCC)(=O)C. The product is [Cl:1][C:2]1[CH:10]=[CH:9][CH:8]=[C:7]2[C:3]=1[C:4](=[O:12])[C:5](=[O:11])[N:6]2[CH:16]([C:17]1[CH:22]=[CH:21][CH:20]=[CH:19][CH:18]=1)[C:23]1[CH:28]=[CH:27][CH:26]=[CH:25][CH:24]=1. The yield is 0.810.